The task is: Predict which catalyst facilitates the given reaction.. This data is from Catalyst prediction with 721,799 reactions and 888 catalyst types from USPTO. (1) Reactant: C([O:4][C:5](=[O:44])[CH:6]([NH:13][C:14]([CH:16]1[CH2:28][N:26]2[C:27]3[CH:19]([CH:20]([NH:29][C:30](=[O:42])[CH:31]([N:33](C(OC(C)(C)C)=O)[CH3:34])[CH3:32])[CH2:21][CH2:22][C:23]=3[CH:24]=[CH:25]2)[C:18](=[O:43])[CH2:17]1)=[O:15])[C:7]1[CH:12]=[CH:11][CH:10]=[CH:9][CH:8]=1)(C)C.C(O)(C(F)(F)F)=O. Product: [CH3:34][NH:33][CH:31]([CH3:32])[C:30]([NH:29][CH:20]1[CH:19]2[C:18](=[O:43])[CH2:17][CH:16]([C:14]([NH:13][CH:6]([C:7]3[CH:8]=[CH:9][CH:10]=[CH:11][CH:12]=3)[C:5]([OH:44])=[O:4])=[O:15])[CH2:28][N:26]3[C:27]2=[C:23]([CH:24]=[CH:25]3)[CH2:22][CH2:21]1)=[O:42]. The catalyst class is: 2. (2) Product: [C:18]([O:17][C:15]([NH:14][C@@H:8]([CH2:9][CH2:10][C:11]([O:13][CH2:52][C:49]1[CH:50]=[CH:51][C:46]([CH2:45][O:44][N+:41]([O-:43])=[O:42])=[CH:47][CH:48]=1)=[O:12])[C:6]([O:5][C:1]([CH3:4])([CH3:3])[CH3:2])=[O:7])=[O:16])([CH3:21])([CH3:20])[CH3:19]. Reactant: [C:1]([O:5][C:6]([C@@H:8]([NH:14][C:15]([O:17][C:18]([CH3:21])([CH3:20])[CH3:19])=[O:16])[CH2:9][CH2:10][C:11]([OH:13])=[O:12])=[O:7])([CH3:4])([CH3:3])[CH3:2].Cl.CN(C)CCCN=C=NCC.C(N(CC)CC)C.[N+:41]([O:44][CH2:45][C:46]1[CH:51]=[CH:50][C:49]([CH2:52]O)=[CH:48][CH:47]=1)([O-:43])=[O:42]. The catalyst class is: 2. (3) Reactant: Br[CH2:2][CH2:3][CH2:4][CH2:5][CH2:6][C@H:7]1[CH2:12][CH2:11][C@H:10]([NH:13][S:14]([C:17]2[CH:22]=[CH:21][C:20]([C:23]([F:26])([F:25])[F:24])=[CH:19][CH:18]=2)(=[O:16])=[O:15])[CH2:9][CH2:8]1.[CH2:27]([NH:29][CH2:30][CH2:31][OH:32])[CH3:28].C([O-])(O)=O.[Na+]. Product: [CH2:27]([N:29]([CH2:30][CH2:31][OH:32])[CH2:2][CH2:3][CH2:4][CH2:5][CH2:6][C@H:7]1[CH2:12][CH2:11][C@H:10]([NH:13][S:14]([C:17]2[CH:22]=[CH:21][C:20]([C:23]([F:26])([F:25])[F:24])=[CH:19][CH:18]=2)(=[O:16])=[O:15])[CH2:9][CH2:8]1)[CH3:28]. The catalyst class is: 14. (4) Reactant: C(OC(=O)[NH:7][C@@H:8]([CH2:28][CH3:29])[C:9]([NH:11][C:12]1[CH:17]=[CH:16][CH:15]=[C:14]([Cl:18])[C:13]=1[C:19](=[O:27])[NH:20][C:21]1[CH:26]=[CH:25][CH:24]=[CH:23][CH:22]=1)=O)(C)(C)C.II.C[Si](N[Si](C)(C)C)(C)C. Product: [NH2:7][C@H:8]([C:9]1[N:20]([C:21]2[CH:26]=[CH:25][CH:24]=[CH:23][CH:22]=2)[C:19](=[O:27])[C:13]2[C:12](=[CH:17][CH:16]=[CH:15][C:14]=2[Cl:18])[N:11]=1)[CH2:28][CH3:29]. The catalyst class is: 2. (5) Reactant: [CH2:1]([O:3][C:4]1[CH:5]=[C:6]([O:16][C:17]2[CH:18]=[N:19][C:20]([S:23]([CH3:26])(=[O:25])=[O:24])=[CH:21][CH:22]=2)[CH:7]=[C:8]2[C:12]=1[NH:11][C:10]([C:13](=[S:15])[NH2:14])=[CH:9]2)[CH3:2].[C:27]([O:32][CH2:33][CH3:34])(=[O:31])[C:28]#[C:29][CH3:30].O1CCCC1.C(P(CCCC)CCCC)CCC. Product: [CH2:1]([O:3][C:4]1[CH:5]=[C:6]([O:16][C:17]2[CH:18]=[N:19][C:20]([S:23]([CH3:26])(=[O:25])=[O:24])=[CH:21][CH:22]=2)[CH:7]=[C:8]2[C:12]=1[NH:11][C:10]([C:13]1[S:15][CH:29]([CH2:28][C:27]([O:32][CH2:33][CH3:34])=[O:31])[CH2:30][N:14]=1)=[CH:9]2)[CH3:2]. The catalyst class is: 11. (6) Reactant: [F:1][C:2]1[CH:7]=[CH:6][C:5]([Mg]Br)=[C:4]([CH3:10])[CH:3]=1.CON(C)[C:14](=[O:27])[CH2:15][C:16]1[CH:26]=[CH:25][C:19]2[O:20][CH2:21][C:22](=[O:24])[NH:23][C:18]=2[CH:17]=1. Product: [F:1][C:2]1[CH:7]=[CH:6][C:5]([C:14](=[O:27])[CH2:15][C:16]2[CH:26]=[CH:25][C:19]3[O:20][CH2:21][C:22](=[O:24])[NH:23][C:18]=3[CH:17]=2)=[C:4]([CH3:10])[CH:3]=1. The catalyst class is: 20. (7) Reactant: [NH2:1][CH2:2][CH:3]1[CH2:8][CH2:7][CH2:6][N:5]([C:9]([O:11][C:12]([CH3:15])([CH3:14])[CH3:13])=[O:10])[CH2:4]1.Br[C:17]1[C:18]([NH2:24])=[N:19][CH:20]=[C:21]([Br:23])[N:22]=1.CCN(CC)CC. Product: [NH2:24][C:18]1[C:17]([NH:1][CH2:2][CH:3]2[CH2:8][CH2:7][CH2:6][N:5]([C:9]([O:11][C:12]([CH3:15])([CH3:14])[CH3:13])=[O:10])[CH2:4]2)=[N:22][C:21]([Br:23])=[CH:20][N:19]=1. The catalyst class is: 16. (8) Reactant: [N:1]1[C:5]2[CH:6]=[CH:7][CH:8]=[N:9][C:4]=2[NH:3][CH:2]=1.C(=O)([O-])[O-].[Cs+].[Cs+].[CH3:16][O:17][CH2:18]Cl.C(=O)([O-])O.[Na+]. Product: [CH3:16][O:17][CH2:18][N:1]1[C:5]2[C:4](=[N:9][CH:8]=[CH:7][CH:6]=2)[N:3]=[CH:2]1. The catalyst class is: 3. (9) Reactant: I[C:2]1[S:3][C:4]2[CH:10]=[C:9]([O:11][CH3:12])[CH:8]=[CH:7][C:5]=2[N:6]=1.[C:13]([C:15]1[CH:22]=[CH:21][C:18]([NH:19][CH3:20])=[C:17]([F:23])[CH:16]=1)#[CH:14]. Product: [F:23][C:17]1[CH:16]=[C:15]([C:13]#[C:14][C:2]2[S:3][C:4]3[CH:10]=[C:9]([O:11][CH3:12])[CH:8]=[CH:7][C:5]=3[N:6]=2)[CH:22]=[CH:21][C:18]=1[NH:19][CH3:20]. The catalyst class is: 767. (10) Reactant: [N+:1]([C:4]1[CH:15]=[CH:14][C:7]([CH2:8][CH:9]([CH2:12][OH:13])[CH2:10][OH:11])=[CH:6][CH:5]=1)([O-:3])=[O:2].C(N(CC)CC)C.[CH3:23][S:24](Cl)(=[O:26])=[O:25]. The catalyst class is: 4. Product: [CH3:23][S:24]([O:13][CH2:12][CH:9]([CH2:8][C:7]1[CH:6]=[CH:5][C:4]([N+:1]([O-:3])=[O:2])=[CH:15][CH:14]=1)[CH2:10][O:11][S:24]([CH3:23])(=[O:26])=[O:25])(=[O:26])=[O:25].